From a dataset of Catalyst prediction with 721,799 reactions and 888 catalyst types from USPTO. Predict which catalyst facilitates the given reaction. (1) Reactant: [CH3:1][O:2][C:3](=[O:15])[C:4]1[CH:9]=[C:8](Br)[CH:7]=[C:6]([N+:11]([O-:13])=[O:12])[C:5]=1[NH2:14].[CH2:16]([Sn](CCCC)(CCCC)C=CC)[CH2:17][CH2:18]C.[F-].[K+]. Product: [CH3:1][O:2][C:3](=[O:15])[C:4]1[CH:9]=[C:8]([CH:16]=[CH:17][CH3:18])[CH:7]=[C:6]([N+:11]([O-:13])=[O:12])[C:5]=1[NH2:14]. The catalyst class is: 12. (2) Reactant: [NH2:1][C:2]1[CH:7]=[CH:6][C:5]([NH:8][S:9]([C:12]2[CH:13]=[C:14]([C:18]3[CH:23]=[CH:22][C:21]([F:24])=[CH:20][CH:19]=3)[CH:15]=[CH:16][CH:17]=2)(=[O:11])=[O:10])=[CH:4][CH:3]=1.[C:25]([C:27]1[CH:32]=[CH:31][C:30]([N:33]=[C:34]=[O:35])=[CH:29][CH:28]=1)#[N:26]. Product: [C:25]([C:27]1[CH:28]=[CH:29][C:30]([NH:33][C:34](=[O:35])[NH:1][C:2]2[CH:3]=[CH:4][C:5]([NH:8][S:9]([C:12]3[CH:13]=[C:14]([C:18]4[CH:23]=[CH:22][C:21]([F:24])=[CH:20][CH:19]=4)[CH:15]=[CH:16][CH:17]=3)(=[O:11])=[O:10])=[CH:6][CH:7]=2)=[CH:31][CH:32]=1)#[N:26]. The catalyst class is: 1. (3) Reactant: [O:1]1[CH:5]=[CH:4][CH:3]=[C:2]1[C:6]([C:8]1[CH2:15][CH:14]2[CH:10]([CH2:11][N:12](C(OC(C)(C)C)=O)[CH2:13]2)[CH:9]=1)=[O:7].[C:23]([OH:29])([C:25]([F:28])([F:27])[F:26])=[O:24]. Product: [F:26][C:25]([F:28])([F:27])[C:23]([OH:29])=[O:24].[O:1]1[CH:5]=[CH:4][CH:3]=[C:2]1[C:6]([C:8]1[CH2:15][CH:14]2[CH:10]([CH2:11][NH:12][CH2:13]2)[CH:9]=1)=[O:7]. The catalyst class is: 4. (4) Reactant: Cl.[Br:2][C:3]1[CH:4]=[C:5]([CH:8]=[CH:9][CH:10]=1)[CH2:6][NH2:7].C(N(CC)CC)C.Cl[Si:19]([CH3:27])([CH3:26])[CH2:20][CH2:21][Si:22](Cl)([CH3:24])[CH3:23]. Product: [Br:2][C:3]1[CH:4]=[C:5]([CH:8]=[CH:9][CH:10]=1)[CH2:6][N:7]1[Si:22]([CH3:24])([CH3:23])[CH2:21][CH2:20][Si:19]1([CH3:27])[CH3:26]. The catalyst class is: 4. (5) Reactant: [Cl:1][C:2]1[C:11]([C:12]2([C:16]#[N:17])[CH2:15][CH2:14][CH2:13]2)=[CH:10][CH:9]=[CH:8][C:3]=1[C:4]([O:6]C)=[O:5].O.[OH-].[Li+]. Product: [Cl:1][C:2]1[C:11]([C:12]2([C:16]#[N:17])[CH2:15][CH2:14][CH2:13]2)=[CH:10][CH:9]=[CH:8][C:3]=1[C:4]([OH:6])=[O:5]. The catalyst class is: 193. (6) Reactant: [C:1]([O:5][C:6]([NH:8][C@@H:9]([CH2:13][CH3:14])[C:10](O)=[O:11])=[O:7])([CH3:4])([CH3:3])[CH3:2].C[N:16]1CCOCC1.C(OC(Cl)=O)C(C)C.N. Product: [C:1]([O:5][C:6](=[O:7])[NH:8][C@H:9]([C:10](=[O:11])[NH2:16])[CH2:13][CH3:14])([CH3:4])([CH3:3])[CH3:2]. The catalyst class is: 1. (7) Reactant: [H-].[Na+].Br[C:4]1[C:5]([NH:10][C:11](=[O:29])[CH2:12][C:13]2[CH2:14][CH2:15][N:16](C(OCC3C=CC=CC=3)=O)[CH2:17][CH:18]=2)=[N:6][CH:7]=[CH:8][CH:9]=1.C[Si](C)(C)CCOCCl. Product: [NH:16]1[CH2:17][CH2:18][C:13]2([C:4]3[C:5](=[N:6][CH:7]=[CH:8][CH:9]=3)[NH:10][C:11](=[O:29])[CH2:12]2)[CH2:14][CH2:15]1. The catalyst class is: 1. (8) Reactant: [NH2:1][C:2]1[CH:7]=[CH:6][CH:5]=[CH:4][N:3]=1.[C:8]([C:12]1[CH:21]=[CH:20][C:15]([C:16](=O)[CH2:17]Cl)=[CH:14][CH:13]=1)([CH3:11])([CH3:10])[CH3:9].C(=O)(O)[O-].[Na+]. Product: [C:8]([C:12]1[CH:13]=[CH:14][C:15]([C:16]2[N:1]=[C:2]3[CH:7]=[CH:6][CH:5]=[CH:4][N:3]3[CH:17]=2)=[CH:20][CH:21]=1)([CH3:11])([CH3:10])[CH3:9]. The catalyst class is: 32. (9) The catalyst class is: 2. Product: [CH3:8][O:9][C:10]1[CH:11]=[C:12]([C:19]2[CH2:28][CH2:27][C:22](=[O:23])[CH2:21][CH:20]=2)[CH:13]=[CH:14][C:15]=1[N+:16]([O-:18])=[O:17]. Reactant: C(O)(C(F)(F)F)=O.[CH3:8][O:9][C:10]1[CH:11]=[C:12]([C:19]2[CH2:28][CH2:27][C:22]3(OCC[O:23]3)[CH2:21][CH:20]=2)[CH:13]=[CH:14][C:15]=1[N+:16]([O-:18])=[O:17]. (10) Reactant: C1(S([N:10]2[C:18]3[C:13](=[CH:14][C:15]([C:19]4[CH:20]=[N:21][CH:22]=[CH:23][CH:24]=4)=[CH:16][CH:17]=3)[CH:12]=[C:11]2[CH2:25][C:26]([OH:45])([CH2:31][C:32]([C:35]2[C:43]3[O:42][CH2:41][CH2:40][C:39]=3[CH:38]=[C:37]([F:44])[CH:36]=2)([CH3:34])[CH3:33])[C:27]([F:30])([F:29])[F:28])(=O)=O)C=CC=CC=1.[F-].C([N+](CCCC)(CCCC)CCCC)CCC. Product: [F:30][C:27]([F:28])([F:29])[C:26]([CH2:25][C:11]1[NH:10][C:18]2[C:13]([CH:12]=1)=[CH:14][C:15]([C:19]1[CH:20]=[N:21][CH:22]=[CH:23][CH:24]=1)=[CH:16][CH:17]=2)([OH:45])[CH2:31][C:32]([C:35]1[C:43]2[O:42][CH2:41][CH2:40][C:39]=2[CH:38]=[C:37]([F:44])[CH:36]=1)([CH3:34])[CH3:33]. The catalyst class is: 1.